The task is: Predict the reactants needed to synthesize the given product.. This data is from Full USPTO retrosynthesis dataset with 1.9M reactions from patents (1976-2016). (1) Given the product [F:1][C:2]1[CH:7]=[CH:6][C:5]([C:8](=[N:17][OH:18])[C:9]([C:10]2[CH:15]=[CH:14][N:13]=[CH:12][CH:11]=2)=[O:23])=[CH:4][CH:3]=1, predict the reactants needed to synthesize it. The reactants are: [F:1][C:2]1[CH:7]=[CH:6][C:5]([C:8](=O)[CH2:9][C:10]2[CH:15]=[CH:14][N:13]=[CH:12][CH:11]=2)=[CH:4][CH:3]=1.[N:17]([O-])=[O:18].[Na+].C(O)(=[O:23])C. (2) Given the product [CH2:9]([O:11][C:12](=[O:22])[CH2:13][C:14](=[N:2][N:3]1[CH2:7][CH2:6][CH2:5][C:4]1=[O:8])[C:15]1[CH:20]=[CH:19][CH:18]=[CH:17][N:16]=1)[CH3:10], predict the reactants needed to synthesize it. The reactants are: Cl.[NH2:2][N:3]1[CH2:7][CH2:6][CH2:5][C:4]1=[O:8].[CH2:9]([O:11][C:12](=[O:22])[CH2:13][C:14](=O)[C:15]1[CH:20]=[CH:19][CH:18]=[CH:17][N:16]=1)[CH3:10].N1C=CC=CC=1. (3) The reactants are: [F:1][C:2]1[CH:7]=[CH:6][C:5]([C:8]2[N:9]=[CH:10][N:11]([CH3:26])[C:12]=2[C:13]2[S:25][C:16]3[N:17]=[CH:18][N:19]=[C:20](S(C)(=O)=O)[C:15]=3[CH:14]=2)=[CH:4][CH:3]=1.C[N:28]1C(C2SC3N=CN=C(S(C)(=O)=O)C=3C=2)=C(C2C=CC=CC=2)N=C1. Given the product [F:1][C:2]1[CH:7]=[CH:6][C:5]([C:8]2[N:9]=[CH:10][N:11]([CH3:26])[C:12]=2[C:13]2[S:25][C:16]3[N:17]=[CH:18][N:19]=[C:20]([NH2:28])[C:15]=3[CH:14]=2)=[CH:4][CH:3]=1, predict the reactants needed to synthesize it. (4) Given the product [F:17][C:18]1[CH:19]=[CH:20][C:21]([C:24]2[O:28][N:27]=[C:26]([C:29]([N:11]3[CH2:10][CH:9]([CH2:12][CH:13]([CH3:15])[CH3:14])[CH2:8][NH:7][C:6](=[O:16])[C@@H:5]3[CH2:1][CH:2]([CH3:4])[CH3:3])=[O:30])[CH:25]=2)=[CH:22][CH:23]=1, predict the reactants needed to synthesize it. The reactants are: [CH2:1]([C@@H:5]1[NH:11][CH2:10][CH:9]([CH2:12][CH:13]([CH3:15])[CH3:14])[CH2:8][NH:7][C:6]1=[O:16])[CH:2]([CH3:4])[CH3:3].[F:17][C:18]1[CH:23]=[CH:22][C:21]([C:24]2[O:28][N:27]=[C:26]([C:29](O)=[O:30])[CH:25]=2)=[CH:20][CH:19]=1.C([C@@H]1N(C(=O)/C=C/C2C=CC=CC=2)C[C@H](CC(C)C)NC1=O)C(C)C. (5) Given the product [Cl:4][C:5]1[C:6]([NH:18][C:19]2[CH:24]=[CH:23][C:22]([Cl:25])=[CH:21][CH:20]=2)=[N:7][C:8]([C:1]#[N:2])=[N:9][C:10]=1[N:11]1[CH2:16][CH2:15][O:14][CH2:13][CH2:12]1, predict the reactants needed to synthesize it. The reactants are: [C-:1]#[N:2].[Na+].[Cl:4][C:5]1[C:6]([NH:18][C:19]2[CH:24]=[CH:23][C:22]([Cl:25])=[CH:21][CH:20]=2)=[N:7][C:8](F)=[N:9][C:10]=1[N:11]1[CH2:16][CH2:15][O:14][CH2:13][CH2:12]1. (6) Given the product [OH:3][CH:1]([C@@H:4]1[CH2:9][C@H:8]([N:10]([C:15]([C:17]2[N:21]([CH2:22][CH2:23][CH2:24][CH2:25][O:26][CH3:27])[C:20]3[CH:28]=[CH:29][CH:30]=[CH:31][C:19]=3[N:18]=2)=[O:16])[CH2:11][CH:12]([CH3:13])[CH3:14])[CH2:7][N:6]([C:32]([O:34][C:35]([CH3:38])([CH3:37])[CH3:36])=[O:33])[CH2:5]1)[CH3:2], predict the reactants needed to synthesize it. The reactants are: [C:1]([C@@H:4]1[CH2:9][C@H:8]([N:10]([C:15]([C:17]2[N:21]([CH2:22][CH2:23][CH2:24][CH2:25][O:26][CH3:27])[C:20]3[CH:28]=[CH:29][CH:30]=[CH:31][C:19]=3[N:18]=2)=[O:16])[CH2:11][CH:12]([CH3:14])[CH3:13])[CH2:7][N:6]([C:32]([O:34][C:35]([CH3:38])([CH3:37])[CH3:36])=[O:33])[CH2:5]1)(=[O:3])[CH3:2].[BH4-].[Na+]. (7) The reactants are: [F:1][C@H:2]1[C@@H:7]([O:8][C:9]2[CH:16]=[CH:15][C:14]([C:17]3[N:22]=[C:21]([NH:23][C:24]4[CH:29]=[CH:28][C:27]([N:30]5[CH2:35][CH2:34][N:33]([CH2:36][CH2:37][OH:38])[CH2:32][CH2:31]5)=[CH:26][CH:25]=4)[N:20]=[CH:19][N:18]=3)=[CH:13][C:10]=2[C:11]#[N:12])[CH2:6][CH2:5][NH:4][CH2:3]1.C(N(C(C)C)CC)(C)C.[C:48](O)(=[O:52])[C@H:49]([CH3:51])[OH:50].F[P-](F)(F)(F)(F)F.CN(C(N(C)C)=[N+]1C2C(=NC=CC=2)[N+]([O-])=N1)C.CN(C(ON1N=NC2C=CC=NC1=2)=[N+](C)C)C.F[P-](F)(F)(F)(F)F. Given the product [F:1][C@H:2]1[C@@H:7]([O:8][C:9]2[CH:16]=[CH:15][C:14]([C:17]3[N:22]=[C:21]([NH:23][C:24]4[CH:25]=[CH:26][C:27]([N:30]5[CH2:31][CH2:32][N:33]([CH2:36][CH2:37][OH:38])[CH2:34][CH2:35]5)=[CH:28][CH:29]=4)[N:20]=[CH:19][N:18]=3)=[CH:13][C:10]=2[C:11]#[N:12])[CH2:6][CH2:5][N:4]([C:48](=[O:52])[C@@H:49]([OH:50])[CH3:51])[CH2:3]1, predict the reactants needed to synthesize it. (8) Given the product [NH:1]1[CH2:6][CH2:5][CH:4]([CH:7]([C:9]2[CH:14]=[CH:13][CH:12]=[CH:11][N:10]=2)[C:15]2[CH:20]=[CH:19][CH:18]=[CH:17][N:16]=2)[CH2:3][CH2:2]1, predict the reactants needed to synthesize it. The reactants are: [NH:1]1[CH2:6][CH2:5][CH:4]([C:7]([C:15]2[CH:20]=[CH:19][CH:18]=[CH:17][N:16]=2)([C:9]2[CH:14]=[CH:13][CH:12]=[CH:11][N:10]=2)O)[CH2:3][CH2:2]1.